From a dataset of Reaction yield outcomes from USPTO patents with 853,638 reactions. Predict the reaction yield, written as a fraction of the theoretical maximum amount of product (1.0 means a 100% yield; for example, 0.34 means a 34% yield). (1) The reactants are [CH3:1][P:2](=[O:7])([CH:5]=[CH2:6])[CH:3]=[CH2:4].[CH2:8]([NH2:15])[C:9]1[CH:14]=[CH:13][CH:12]=[CH:11][CH:10]=1. The catalyst is C1COCC1.O. The product is [CH2:8]([N:15]1[CH2:6][CH2:5][P:2](=[O:7])([CH3:1])[CH2:3][CH2:4]1)[C:9]1[CH:14]=[CH:13][CH:12]=[CH:11][CH:10]=1. The yield is 0.700. (2) The reactants are [C:1](/[C:3](=[C:7](\OCC)/[CH3:8])/[C:4](=[S:6])[NH2:5])#[N:2].[NH3:12]. The catalyst is CO. The product is [NH2:12]/[C:7](/[CH3:8])=[C:3](\[C:1]#[N:2])/[C:4](=[S:6])[NH2:5]. The yield is 0.630. (3) The reactants are [F:1][C:2]1[CH:7]=[CH:6][CH:5]=[C:4]([F:8])[C:3]=1[CH3:9].[N+:10]([O-])([OH:12])=[O:11]. The catalyst is OS(O)(=O)=O. The product is [F:1][C:2]1[CH:7]=[CH:6][C:5]([N+:10]([O-:12])=[O:11])=[C:4]([F:8])[C:3]=1[CH3:9]. The yield is 0.780.